This data is from Reaction yield outcomes from USPTO patents with 853,638 reactions. The task is: Predict the reaction yield, written as a fraction of the theoretical maximum amount of product (1.0 means a 100% yield; for example, 0.34 means a 34% yield). (1) The reactants are [OH:1][CH2:2][CH2:3][NH:4][C:5](=[O:11])[O:6][C:7]([CH3:10])([CH3:9])[CH3:8].[H-].[Na+].Cl[C:15]1[CH:20]=[CH:19][C:18]([C:21]([F:24])([F:23])[F:22])=[CH:17][N:16]=1. No catalyst specified. The product is [C:7]([O:6][C:5](=[O:11])[NH:4][CH2:3][CH2:2][O:1][C:15]1[CH:20]=[CH:19][C:18]([C:21]([F:24])([F:23])[F:22])=[CH:17][N:16]=1)([CH3:8])([CH3:10])[CH3:9]. The yield is 0.370. (2) The reactants are C([O:4][C@@H:5]1[O:18][C@H:17]([CH2:19][O:20][C:21](=[O:23])[CH3:22])[C@@H:12]([O:13][C:14](=[O:16])[CH3:15])[C@H:7]([O:8][C:9](=[O:11])[CH3:10])[C@H:6]1[NH:24][C:25]([O:27][CH2:28][C:29]1[CH:34]=[CH:33][CH:32]=[CH:31][CH:30]=1)=[O:26])(=O)C.C(O)(=O)C.NN. The catalyst is C1COCC1.CCOC(C)=O. The product is [C:9]([O:8][C@H:7]1[C@H:12]([O:13][C:14](=[O:16])[CH3:15])[C@@H:17]([CH2:19][O:20][C:21](=[O:23])[CH3:22])[O:18][C@@H:5]([OH:4])[C@@H:6]1[NH:24][C:25]([O:27][CH2:28][C:29]1[CH:34]=[CH:33][CH:32]=[CH:31][CH:30]=1)=[O:26])(=[O:11])[CH3:10]. The yield is 0.840.